This data is from Reaction yield outcomes from USPTO patents with 853,638 reactions. The task is: Predict the reaction yield, written as a fraction of the theoretical maximum amount of product (1.0 means a 100% yield; for example, 0.34 means a 34% yield). (1) The reactants are [Cl:1][C:2]1[C:3](I)=[C:4]2[CH:10]=[CH:9][N:8]([Si:11]([CH:18]([CH3:20])[CH3:19])([CH:15]([CH3:17])[CH3:16])[CH:12]([CH3:14])[CH3:13])[C:5]2=[N:6][CH:7]=1.[Li]CCCC.[CH2:27]([N:34]([C:42]12[CH2:49][CH2:48][C:45]([CH:50]=[O:51])([CH2:46][CH2:47]1)[CH2:44][CH2:43]2)[C:35](=[O:41])[O:36][C:37]([CH3:40])([CH3:39])[CH3:38])[C:28]1[CH:33]=[CH:32][CH:31]=[CH:30][CH:29]=1.[NH4+].[Cl-]. The catalyst is C1COCC1.CCOC(C)=O. The product is [CH2:27]([N:34]([C:42]12[CH2:47][CH2:46][C:45]([CH:50]([C:3]3[C:2]([Cl:1])=[CH:7][N:6]=[C:5]4[N:8]([Si:11]([CH:18]([CH3:20])[CH3:19])([CH:15]([CH3:17])[CH3:16])[CH:12]([CH3:14])[CH3:13])[CH:9]=[CH:10][C:4]=34)[OH:51])([CH2:44][CH2:43]1)[CH2:48][CH2:49]2)[C:35](=[O:41])[O:36][C:37]([CH3:40])([CH3:39])[CH3:38])[C:28]1[CH:33]=[CH:32][CH:31]=[CH:30][CH:29]=1. The yield is 0.640. (2) The reactants are BrC1C(N2CCN(C(NC3C=CC=CC=3)=O)CC2)=C2N=C(C3C=CC(N(C)C)=CC=3)NC2=NC=1.[Br:35][C:36]1[C:37]([N:46]2[CH2:51][CH2:50][N:49]([CH2:52][C:53]3[CH:54]=[N:55][CH:56]=[CH:57][CH:58]=3)[CH2:48][CH2:47]2)=[C:38]([N+:43]([O-])=O)[C:39]([NH2:42])=[N:40][CH:41]=1.[O-]S(S([O-])=O)=O.[Na+].[Na+].[O:67]1[CH2:72][CH2:71][N:70]([CH2:73][CH2:74][O:75][C:76]2[CH:83]=[CH:82][C:79]([CH:80]=O)=[CH:78][CH:77]=2)[CH2:69][CH2:68]1. The catalyst is C(O)C.CN(C=O)C. The product is [Br:35][C:36]1[C:37]([N:46]2[CH2:51][CH2:50][N:49]([CH2:52][C:53]3[CH:54]=[N:55][CH:56]=[CH:57][CH:58]=3)[CH2:48][CH2:47]2)=[C:38]2[N:43]=[C:80]([C:79]3[CH:78]=[CH:77][C:76]([O:75][CH2:74][CH2:73][N:70]4[CH2:69][CH2:68][O:67][CH2:72][CH2:71]4)=[CH:83][CH:82]=3)[NH:42][C:39]2=[N:40][CH:41]=1. The yield is 0.190. (3) The reactants are C(OC([NH:8][C@:9]([CH3:40])([CH2:20][CH2:21][C:22]1[N:23]([CH3:39])[C:24]([C:27](=[O:38])[CH2:28][CH2:29][CH2:30][CH2:31][C:32]2[CH:37]=[CH:36][CH:35]=[CH:34][CH:33]=2)=[CH:25][CH:26]=1)[CH2:10][CH2:11][P:12](=[O:19])([O:16]CC)[O:13]CC)=O)(C)(C)C.Br[Si](C)(C)C. The catalyst is ClCCl. The product is [NH2:8][C@:9]([CH3:40])([CH2:20][CH2:21][C:22]1[N:23]([CH3:39])[C:24]([C:27](=[O:38])[CH2:28][CH2:29][CH2:30][CH2:31][C:32]2[CH:33]=[CH:34][CH:35]=[CH:36][CH:37]=2)=[CH:25][CH:26]=1)[CH2:10][CH2:11][P:12](=[O:13])([OH:16])[OH:19]. The yield is 0.630. (4) The reactants are [NH2:1][C:2]1[C:7]([F:8])=[C:6]([Cl:9])[N:5]=[C:4]([C:10]([O:12][CH3:13])=[O:11])[C:3]=1I.[CH:15]([Sn](CCCC)(CCCC)CCCC)=[CH2:16]. The catalyst is ClC(Cl)C.Cl[Pd](Cl)([P](C1C=CC=CC=1)(C1C=CC=CC=1)C1C=CC=CC=1)[P](C1C=CC=CC=1)(C1C=CC=CC=1)C1C=CC=CC=1. The product is [NH2:1][C:2]1[C:7]([F:8])=[C:6]([Cl:9])[N:5]=[C:4]([C:10]([O:12][CH3:13])=[O:11])[C:3]=1[CH:15]=[CH2:16]. The yield is 0.657. (5) The reactants are [CH3:1][O:2][C:3]1[CH:11]=[C:7]([C:8]([OH:10])=[O:9])[C:6]([NH2:12])=[CH:5][CH:4]=1.[C:13](OC(=O)C)(=O)[CH3:14]. No catalyst specified. The product is [CH3:13][C:14]1[O:9][C:8](=[O:10])[C:7]2[CH:11]=[C:3]([O:2][CH3:1])[CH:4]=[CH:5][C:6]=2[N:12]=1. The yield is 0.710. (6) The reactants are Br[C:2]1[C:7]([C:8]([F:11])([F:10])[F:9])=[CH:6][C:5]([N+:12]([O-:14])=[O:13])=[CH:4][N:3]=1.[N:15]1C2C(=CC=C3C=2N=CC=C3)C=C[CH:16]=1.C([Cu])#N. The catalyst is CC(N(C)C)=O. The product is [N+:12]([C:5]1[CH:6]=[C:7]([C:8]([F:11])([F:10])[F:9])[C:2]([C:16]#[N:15])=[N:3][CH:4]=1)([O-:14])=[O:13]. The yield is 0.670. (7) The reactants are [CH3:1][O:2][C:3]1[CH:18]=[CH:17][C:6]([CH2:7][N:8]2[C:13](=[O:14])[CH:12]=[C:11]([NH:15][CH3:16])[N:10]=[CH:9]2)=[CH:5][CH:4]=1.[CH3:19][CH:20]([C:26]([O:28]CC)=O)[C:21]([O:23]CC)=O. The catalyst is C1(OC2C=CC=CC=2)C=CC=CC=1. The product is [OH:28][C:26]1[C:12]2[C:13](=[O:14])[N:8]([CH2:7][C:6]3[CH:17]=[CH:18][C:3]([O:2][CH3:1])=[CH:4][CH:5]=3)[CH:9]=[N:10][C:11]=2[N:15]([CH3:16])[C:21](=[O:23])[C:20]=1[CH3:19]. The yield is 0.780. (8) The reactants are [F:1][C:2]([F:34])([F:33])[S:3]([O:6][C:7]1[CH:8]=[C:9]2[C:30](=[CH:31][CH:32]=1)[NH:29][C:28]1[C:14]3([CH2:18][CH2:17][N:16]([CH2:19][CH2:20][O:21][C:22]4[CH:27]=[CH:26][CH:25]=[CH:24][CH:23]=4)[CH2:15]3)[NH:13][CH2:12][CH2:11][C:10]2=1)(=[O:5])=[O:4].Br[CH2:36][C:37]([NH2:39])=[O:38].[C:40](=O)([O-:42])[O-:41].[K+].[K+]. The catalyst is CN(C=O)C. The product is [F:34][C:2]([F:1])([F:33])[C:40]([OH:42])=[O:41].[F:34][C:2]([F:33])([F:1])[S:3]([O:6][C:7]1[CH:8]=[C:9]2[C:30](=[CH:31][CH:32]=1)[NH:29][C:28]1[C:14]3([CH2:18][CH2:17][N:16]([CH2:19][CH2:20][O:21][C:22]4[CH:27]=[CH:26][CH:25]=[CH:24][CH:23]=4)[CH2:15]3)[N:13]([CH2:36][C:37]([NH2:39])=[O:38])[CH2:12][CH2:11][C:10]2=1)(=[O:4])=[O:5]. The yield is 0.120. (9) The reactants are [Cr](Cl)([O-])(=O)=O.[NH+]1C=CC=CC=1.[C:12]1([CH3:22])[CH:17]=[CH:16][C:15]([C:18]#[C:19][CH2:20][OH:21])=[CH:14][CH:13]=1.CCCCCCC.C(OCC)(=O)C.C(O)C#C. The catalyst is ClCCl. The product is [C:12]1([CH3:22])[CH:13]=[CH:14][C:15]([C:18]#[C:19][CH:20]=[O:21])=[CH:16][CH:17]=1. The yield is 0.570.